Dataset: Reaction yield outcomes from USPTO patents with 853,638 reactions. Task: Predict the reaction yield, written as a fraction of the theoretical maximum amount of product (1.0 means a 100% yield; for example, 0.34 means a 34% yield). (1) The reactants are [CH:1]([Si:4]([CH:37]([CH3:39])[CH3:38])([CH:34]([CH3:36])[CH3:35])[O:5][C@H:6]1[C@H:11]([O:12][Si:13]([CH:20]([CH3:22])[CH3:21])([CH:17]([CH3:19])[CH3:18])[CH:14]([CH3:16])[CH3:15])[CH:10]=[C:9]([C:23]2[CH:28]=[CH:27][N:26]=[CH:25][C:24]=2[N+:29]([O-])=O)[O:8][C@@H:7]1[CH:32]=[CH2:33])([CH3:3])[CH3:2]. The catalyst is CCO.[OH-].[OH-].[Pd+2]. The product is [CH2:32]([C@H:7]1[O:8][C@@H:9]([C:23]2[CH:28]=[CH:27][N:26]=[CH:25][C:24]=2[NH2:29])[CH2:10][C@@H:11]([O:12][Si:13]([CH:20]([CH3:22])[CH3:21])([CH:17]([CH3:19])[CH3:18])[CH:14]([CH3:15])[CH3:16])[C@@H:6]1[O:5][Si:4]([CH:37]([CH3:38])[CH3:39])([CH:34]([CH3:36])[CH3:35])[CH:1]([CH3:3])[CH3:2])[CH3:33]. The yield is 0.950. (2) The reactants are [N+:1](/[CH:4]=[CH:5]/[C:6]1[CH:18]=[CH:17][C:9]([O:10][C:11]2[CH:16]=[CH:15][CH:14]=[CH:13][N:12]=2)=[CH:8][CH:7]=1)([O-:3])=[O:2].C(O)(=O)C.[BH4-].[Na+]. The catalyst is CS(C)=O. The product is [N+:1]([CH2:4][CH2:5][C:6]1[CH:18]=[CH:17][C:9]([O:10][C:11]2[CH:16]=[CH:15][CH:14]=[CH:13][N:12]=2)=[CH:8][CH:7]=1)([O-:3])=[O:2]. The yield is 0.450.